Dataset: Forward reaction prediction with 1.9M reactions from USPTO patents (1976-2016). Task: Predict the product of the given reaction. (1) The product is: [CH3:15][C:14]1[C:3]2[C:2](=[O:25])[C:11]3[C:6](=[CH:7][CH:8]=[CH:9][CH:10]=3)[NH:5][C:4]=2[N:12]([C:16]2[CH:21]=[CH:20][CH:19]=[CH:18][N:17]=2)[N:13]=1. Given the reactants Cl[C:2]1[C:11]2[C:6](=[CH:7][CH:8]=[CH:9][CH:10]=2)[N:5]=[C:4]2[N:12]([C:16]3[CH:21]=[CH:20][CH:19]=[CH:18][N:17]=3)[N:13]=[C:14]([CH3:15])[C:3]=12.Cl.C([OH:25])C, predict the reaction product. (2) The product is: [Br:2][C:3]1[CH:4]=[C:5]2[C:10]([NH:11][C@H:12]3[C@@H:16]([O:17][CH3:18])[CH2:15][N:14]([S:33]([CH3:32])(=[O:35])=[O:34])[CH2:13]3)=[C:9]([C:19]([NH2:21])=[O:20])[CH:8]=[N:7][N:6]2[CH:22]=1. Given the reactants I.[Br:2][C:3]1[CH:4]=[C:5]2[C:10]([NH:11][C@H:12]3[C@@H:16]([O:17][CH3:18])[CH2:15][NH:14][CH2:13]3)=[C:9]([C:19]([NH2:21])=[O:20])[CH:8]=[N:7][N:6]2[CH:22]=1.C(N(CC)C(C)C)(C)C.[CH3:32][S:33](Cl)(=[O:35])=[O:34], predict the reaction product. (3) Given the reactants [Li+].[OH-:2].C[O:4][C:5](=O)[CH2:6][NH:7][C:8]([C:10]1([NH:13][C:14](=[O:78])[C@H:15]([NH:37][C:38](=[O:77])[C@H:39]([NH:47][C:48](=[O:76])[CH2:49][C@H:50](O)/[CH:51]=[CH:52]/[CH2:53][CH2:54][S:55][C:56]([C:69]2[CH:74]=[CH:73][CH:72]=[CH:71][CH:70]=2)([C:63]2[CH:68]=[CH:67][CH:66]=[CH:65][CH:64]=2)[C:57]2[CH:62]=[CH:61][CH:60]=[CH:59][CH:58]=2)[CH2:40][C:41]2[CH:46]=[CH:45][N:44]=[CH:43][CH:42]=2)[CH2:16][S:17][C:18]([C:31]2[CH:36]=[CH:35][CH:34]=[CH:33][CH:32]=2)([C:25]2[CH:30]=[CH:29][CH:28]=[CH:27][CH:26]=2)[C:19]2[CH:24]=[CH:23][CH:22]=[CH:21][CH:20]=2)[CH2:12][CH2:11]1)=[O:9].Cl.CC1C=CC=C([N+]([O-])=O)C=1C(OC(=O)C1C([N+]([O-])=O)=CC=CC=1C)=O, predict the reaction product. The product is: [N:44]1[CH:45]=[CH:46][C:41]([CH2:40][C@H:39]2[NH:47][C:48](=[O:76])[CH2:49][C@H:50](/[CH:51]=[CH:52]/[CH2:53][CH2:54][S:55][C:56]([C:57]3[CH:58]=[CH:59][CH:60]=[CH:61][CH:62]=3)([C:63]3[CH:64]=[CH:65][CH:66]=[CH:67][CH:68]=3)[C:69]3[CH:74]=[CH:73][CH:72]=[CH:71][CH:70]=3)[O:2][C:5](=[O:4])[CH2:6][NH:7][C:8](=[O:9])[C:10]3([CH2:12][CH2:11]3)[NH:13][C:14](=[O:78])[C@@H:15]([CH2:16][S:17][C:18]([C:25]3[CH:30]=[CH:29][CH:28]=[CH:27][CH:26]=3)([C:31]3[CH:32]=[CH:33][CH:34]=[CH:35][CH:36]=3)[C:19]3[CH:24]=[CH:23][CH:22]=[CH:21][CH:20]=3)[NH:37][C:38]2=[O:77])=[CH:42][CH:43]=1. (4) Given the reactants [N:1]1([C:7]2[CH:12]=[CH:11][CH:10]=[CH:9][C:8]=2[CH:13](O)[CH2:14][CH2:15][CH2:16][CH3:17])[CH2:6][CH2:5][CH2:4][CH2:3][CH2:2]1.S(Cl)(Cl)=O.[C-:23]#[N:24].[K+].C(OCC)(=O)C, predict the reaction product. The product is: [N:1]1([C:7]2[CH:12]=[CH:11][CH:10]=[CH:9][C:8]=2[CH:13]([CH2:14][CH2:15][CH2:16][CH3:17])[C:23]#[N:24])[CH2:6][CH2:5][CH2:4][CH2:3][CH2:2]1. (5) Given the reactants [N:1]([C:4]1[CH:5]=[CH:6][C:7]([CH3:10])=[N:8][CH:9]=1)=[C:2]=[O:3].C([O-])(O)=O.[Na+].[NH2:16][C:17]1[CH:18]=[C:19]([CH:35]=[CH:36][CH:37]=1)[CH2:20][CH2:21][N:22]1[CH2:27][CH2:26][N:25]([C:28]([O:30][C:31]([CH3:34])([CH3:33])[CH3:32])=[O:29])[CH2:24][CH2:23]1, predict the reaction product. The product is: [CH3:10][C:7]1[N:8]=[CH:9][C:4]([NH:1][C:2](=[O:3])[NH:16][C:17]2[CH:18]=[C:19]([CH:35]=[CH:36][CH:37]=2)[CH2:20][CH2:21][N:22]2[CH2:23][CH2:24][N:25]([C:28]([O:30][C:31]([CH3:33])([CH3:34])[CH3:32])=[O:29])[CH2:26][CH2:27]2)=[CH:5][CH:6]=1. (6) Given the reactants C(OC([N:8]1[CH2:13][CH2:12][CH:11]([NH:14][S:15]([C:18]2[C:27]3[C:22](=[C:23]([C:28](=[O:37])[NH:29][CH:30]4[CH2:35][CH2:34][CH2:33][CH2:32][CH:31]4[CH3:36])[CH:24]=[CH:25][CH:26]=3)[CH:21]=[CH:20][CH:19]=2)(=[O:17])=[O:16])[CH2:10][CH2:9]1)=O)(C)(C)C, predict the reaction product. The product is: [CH3:36][CH:31]1[CH2:32][CH2:33][CH2:34][CH2:35][CH:30]1[NH:29][C:28]([C:23]1[C:22]2[C:27](=[C:18]([S:15](=[O:17])(=[O:16])[NH:14][CH:11]3[CH2:10][CH2:9][NH:8][CH2:13][CH2:12]3)[CH:19]=[CH:20][CH:21]=2)[CH:26]=[CH:25][CH:24]=1)=[O:37].